This data is from Full USPTO retrosynthesis dataset with 1.9M reactions from patents (1976-2016). The task is: Predict the reactants needed to synthesize the given product. (1) Given the product [Cl:1][C:2]1[C:3]([O:12][C:13]2[CH:18]=[C:17]([O:19][CH2:20][CH2:21][O:22][CH3:23])[CH:16]=[CH:15][C:14]=2[CH2:24][CH2:25][CH2:26][NH:27][S:35]([C:38]2[CH:43]=[CH:42][CH:41]=[CH:40][C:39]=2[N+:44]([O-:46])=[O:45])(=[O:36])=[O:37])=[N:4][CH:5]=[C:6]([C:8]([F:10])([F:9])[F:11])[CH:7]=1, predict the reactants needed to synthesize it. The reactants are: [Cl:1][C:2]1[C:3]([O:12][C:13]2[CH:18]=[C:17]([O:19][CH2:20][CH2:21][O:22][CH3:23])[CH:16]=[CH:15][C:14]=2[CH2:24][CH2:25][CH2:26][N:27]([S:35]([C:38]2[CH:43]=[CH:42][CH:41]=[CH:40][C:39]=2[N+:44]([O-:46])=[O:45])(=[O:37])=[O:36])C(=O)OC(C)(C)C)=[N:4][CH:5]=[C:6]([C:8]([F:11])([F:10])[F:9])[CH:7]=1.Cl.FC(F)(F)C(O)=O.C(=O)([O-])O.[Na+]. (2) Given the product [C:10]([NH:14][CH2:8][C:5]1[CH:4]=[N:3][C:2]([Cl:1])=[CH:7][CH:6]=1)([CH3:13])([CH3:12])[CH3:11], predict the reactants needed to synthesize it. The reactants are: [Cl:1][C:2]1[CH:7]=[CH:6][C:5]([CH2:8]Cl)=[CH:4][N:3]=1.[C:10]([NH2:14])([CH3:13])([CH3:12])[CH3:11].C(=O)([O-])[O-].[K+].[K+]. (3) Given the product [C:22]([O:26][C:27]([N:29]1[CH2:34][CH2:33][NH:32][C:31]([CH2:37][C:38]2[CH:39]=[CH:40][CH:41]=[CH:42][CH:43]=2)([CH:35]=[CH:15][C:13]([O:12][CH3:11])=[O:14])[CH2:30]1)=[O:28])([CH3:23])([CH3:24])[CH3:25], predict the reactants needed to synthesize it. The reactants are: C[Si]([N-][Si](C)(C)C)(C)C.[Na+].[CH3:11][O:12][C:13]([CH2:15]P(OC)(OC)=O)=[O:14].[C:22]([O:26][C:27]([N:29]1[CH2:34][CH2:33][NH:32][C:31]([CH2:37][C:38]2[CH:43]=[CH:42][CH:41]=[CH:40][CH:39]=2)([CH:35]=O)[CH2:30]1)=[O:28])([CH3:25])([CH3:24])[CH3:23].C(OC(N1CCNC(CC2C=CC(F)=CC=2F)(C=O)C1)=O)(C)(C)C. (4) Given the product [CH3:23][Si:22]([C:21]#[C:20][C:17]1[CH:18]=[CH:19][C:14]([C:12]#[C:11][C:5]2[CH:6]=[C:7]([O:9][CH3:10])[CH:8]=[C:3]([O:2][CH3:1])[CH:4]=2)=[CH:15][CH:16]=1)([CH3:24])[CH3:25], predict the reactants needed to synthesize it. The reactants are: [CH3:1][O:2][C:3]1[CH:4]=[C:5]([C:11]#[CH:12])[CH:6]=[C:7]([O:9][CH3:10])[CH:8]=1.I[C:14]1[CH:19]=[CH:18][C:17]([C:20]#[C:21][Si:22]([CH3:25])([CH3:24])[CH3:23])=[CH:16][CH:15]=1.